Predict which catalyst facilitates the given reaction. From a dataset of Catalyst prediction with 721,799 reactions and 888 catalyst types from USPTO. (1) Reactant: [CH2:1]([OH:4])[CH2:2][OH:3].O.[C:6]1([CH3:16])[CH:11]=[CH:10][C:9](S(O)(=O)=O)=[CH:8][CH:7]=1.C([C@:19]12[CH2:32][CH2:31][C:30](=O)[CH2:29][C@H:28]1[CH2:27][CH2:26][C:25]1[CH:24]=[C:23]([C:34]([O:36][CH3:37])=[O:35])[CH:22]=[CH:21][C:20]2=1)C.C([C@@:19]12[CH2:32][CH2:31][C:30](=O)[CH2:29][C@@H:28]1[CH2:27][CH2:26][C:25]1[CH:24]=[C:23]([C:34]([O:36][CH3:37])=[O:35])[CH:22]=[CH:21][C:20]2=1)C. Product: [CH2:16]([C@:19]12[C:20]3[C:25](=[CH:24][C:23]([C:34]([O:36][CH3:37])=[O:35])=[CH:22][CH:21]=3)[CH2:26][CH2:27][C@H:28]1[CH2:29][C:30]1([O:4][CH2:1][CH2:2][O:3]1)[CH2:31][CH2:32]2)[C:6]1[CH:11]=[CH:10][CH:9]=[CH:8][CH:7]=1. The catalyst class is: 11. (2) Product: [N:1]1([CH:7]2[CH2:12][CH2:11][N:10]([C:13]3[C:14]([CH:24]([NH2:33])[CH3:25])=[CH:15][C:16]([Cl:23])=[C:17]4[C:22]=3[N:21]=[CH:20][CH:19]=[CH:18]4)[CH2:9][CH2:8]2)[CH2:6][CH2:5][CH2:4][CH2:3][CH2:2]1. The catalyst class is: 449. Reactant: [N:1]1([CH:7]2[CH2:12][CH2:11][N:10]([C:13]3[C:14]([C:24](=O)[CH3:25])=[CH:15][C:16]([Cl:23])=[C:17]4[C:22]=3[N:21]=[CH:20][CH:19]=[CH:18]4)[CH2:9][CH2:8]2)[CH2:6][CH2:5][CH2:4][CH2:3][CH2:2]1.C([O-])(=O)C.[NH4+].C([BH3-])#[N:33].[Na+].O1CCCC1.